From a dataset of Forward reaction prediction with 1.9M reactions from USPTO patents (1976-2016). Predict the product of the given reaction. Given the reactants [CH3:1][N:2]([CH3:20])[C:3]1[CH:8]=[CH:7][C:6]([NH:9][C:10]2[CH:15]=[C:14](Cl)[CH:13]=[CH:12][C:11]=2[N+:17]([O-:19])=[O:18])=[CH:5][CH:4]=1.[Na].[CH3:22][OH:23], predict the reaction product. The product is: [CH3:1][N:2]([CH3:20])[C:3]1[CH:8]=[CH:7][C:6]([NH:9][C:10]2[CH:15]=[C:14]([O:23][CH3:22])[CH:13]=[CH:12][C:11]=2[N+:17]([O-:19])=[O:18])=[CH:5][CH:4]=1.